Dataset: Reaction yield outcomes from USPTO patents with 853,638 reactions. Task: Predict the reaction yield, written as a fraction of the theoretical maximum amount of product (1.0 means a 100% yield; for example, 0.34 means a 34% yield). (1) The reactants are [Br:1]Br.[C:3]([C:6]1[CH:13]=[CH:12][C:9]([CH:10]=[O:11])=[CH:8][CH:7]=1)(=[O:5])[CH3:4]. The catalyst is C(Cl)(Cl)Cl. The product is [Br:1][CH2:4][C:3]([C:6]1[CH:13]=[CH:12][C:9]([CH:10]=[O:11])=[CH:8][CH:7]=1)=[O:5]. The yield is 0.190. (2) The product is [C:7]([O:15][C:16]1[CH:21]=[CH:20][CH:19]=[CH:18][C:17]=1[C@@H:22]1[O:36][C@:26]2([CH2:37][OH:38])[C@@H:27]([OH:28])[C@H:23]1[O:24][CH2:25]2)(=[O:14])[C:8]1[CH:9]=[CH:10][CH:11]=[CH:12][CH:13]=1. The yield is 0.850. The reactants are C1CCCCC=1.[C:7]([O:15][C:16]1[CH:21]=[CH:20][CH:19]=[CH:18][C:17]=1[C@@H:22]1[O:36][C@:26]2([CH2:37][O:38]CC3C=CC=CC=3)[C@@:27](CC3C=CC=CC=3)([OH:28])[C@H:23]1[O:24][CH2:25]2)(=[O:14])[C:8]1[CH:13]=[CH:12][CH:11]=[CH:10][CH:9]=1. The catalyst is [OH-].[Pd+2].[OH-].[C].C(O)C.